Dataset: Full USPTO retrosynthesis dataset with 1.9M reactions from patents (1976-2016). Task: Predict the reactants needed to synthesize the given product. (1) Given the product [CH3:24][O:23][C:7]1[CH:6]=[C:5]([CH2:4][CH2:3][CH2:2][S:28][CH3:27])[C:10]([O:11][CH3:12])=[CH:9][C:8]=1[CH2:13][C@H:14]([NH:16][C:17](=[O:22])[C:18]([F:21])([F:20])[F:19])[CH3:15], predict the reactants needed to synthesize it. The reactants are: Br[CH2:2][CH2:3][CH2:4][C:5]1[C:10]([O:11][CH3:12])=[CH:9][C:8]([CH2:13][C@H:14]([NH:16][C:17](=[O:22])[C:18]([F:21])([F:20])[F:19])[CH3:15])=[C:7]([O:23][CH3:24])[CH:6]=1.[I-].[Na+].[CH3:27][S-:28].[Na+]. (2) Given the product [CH3:14][C:13]1[N:15]=[N:11][C:4]([C:5]2[CH:10]=[CH:9][CH:8]=[CH:7][CH:6]=2)=[N:18][N:16]=1, predict the reactants needed to synthesize it. The reactants are: O.NN.[C:4](#[N:11])[C:5]1[CH:10]=[CH:9][CH:8]=[CH:7][CH:6]=1.Cl.[C:13]([NH2:16])(=[NH:15])[CH3:14].[S].[N:18]([O-])=O.[Na+]. (3) Given the product [F:1][C:2]1[CH:3]=[C:4]([C@H:12]2[CH2:17][C@@H:16]([C:18]3[O:22][NH:21][C:20](=[O:23])[CH:19]=3)[CH2:15][CH2:14][N:13]2[C:24]([O:26][CH3:27])=[O:25])[CH:5]=[CH:6][C:7]=1[C:8]([F:11])([F:9])[F:10].[F:1][C:2]1[CH:3]=[C:4]([C@@H:12]2[CH2:17][C@H:16]([C:18]3[O:22][NH:21][C:20](=[O:23])[CH:19]=3)[CH2:15][CH2:14][N:13]2[C:24]([O:26][CH3:27])=[O:25])[CH:5]=[CH:6][C:7]=1[C:8]([F:11])([F:9])[F:10], predict the reactants needed to synthesize it. The reactants are: [F:1][C:2]1[CH:3]=[C:4]([CH:12]2[CH2:17][CH:16]([C:18]3[O:22][NH:21][C:20](=[O:23])[CH:19]=3)[CH2:15][CH2:14][N:13]2[C:24]([O:26][CH3:27])=[O:25])[CH:5]=[CH:6][C:7]=1[C:8]([F:11])([F:10])[F:9].CCCCCCC.CC(O)C.